Dataset: Reaction yield outcomes from USPTO patents with 853,638 reactions. Task: Predict the reaction yield, written as a fraction of the theoretical maximum amount of product (1.0 means a 100% yield; for example, 0.34 means a 34% yield). (1) The reactants are [CH3:1][O:2][C:3]1[CH:4]=[CH:5][C:6]2[N:7]([C:9]([C:12]([OH:14])=O)=[CH:10][N:11]=2)[CH:8]=1.C(Cl)(=O)C(Cl)=O.[CH2:21]([N:28]1[C:36]2[CH:35]=[CH:34][CH:33]=[C:32]([NH2:37])[C:31]=2[CH:30]=[N:29]1)[C:22]1[CH:27]=[CH:26][CH:25]=[CH:24][CH:23]=1.CCN(C(C)C)C(C)C. The catalyst is C(Cl)Cl.CN(C=O)C. The product is [CH2:21]([N:28]1[C:36]2[C:31](=[C:32]([NH:37][C:12]([C:9]3[N:7]4[CH:8]=[C:3]([O:2][CH3:1])[CH:4]=[CH:5][C:6]4=[N:11][CH:10]=3)=[O:14])[CH:33]=[CH:34][CH:35]=2)[CH:30]=[N:29]1)[C:22]1[CH:23]=[CH:24][CH:25]=[CH:26][CH:27]=1. The yield is 0.250. (2) The reactants are [CH3:1][N:2]([CH3:25])[C:3]([C:5]1[O:13][C:12]2[C:11]([CH2:14][OH:15])=[CH:10][N:9]=[CH:8][C:7]=2[C:6]=1[NH:16][C:17]1[CH:22]=[CH:21][C:20]([I:23])=[CH:19][C:18]=1[F:24])=[O:4].[C:26]1(P([C:26]2[CH:31]=[CH:30][CH:29]=[CH:28][CH:27]=2)[C:26]2[CH:31]=[CH:30][CH:29]=[CH:28][CH:27]=2)[CH:31]=[CH:30][CH:29]=[CH:28][CH:27]=1.C1(O)C=CC=CC=1.CC(OC(/N=N/C(OC(C)C)=O)=O)C. The catalyst is C1COCC1.C(OCC)(=O)C. The product is [CH3:1][N:2]([CH3:25])[C:3]([C:5]1[O:13][C:12]2[C:11]([CH2:14][O:15][C:26]3[CH:31]=[CH:30][CH:29]=[CH:28][CH:27]=3)=[CH:10][N:9]=[CH:8][C:7]=2[C:6]=1[NH:16][C:17]1[CH:22]=[CH:21][C:20]([I:23])=[CH:19][C:18]=1[F:24])=[O:4]. The yield is 0.300.